Dataset: Full USPTO retrosynthesis dataset with 1.9M reactions from patents (1976-2016). Task: Predict the reactants needed to synthesize the given product. (1) Given the product [C:1]([O:5][C:6](=[O:9])[CH2:7][O:5][C@H:1]1[CH2:3][CH2:15][C@H:14]([OH:13])[CH2:2]1)([CH3:4])([CH3:3])[CH3:2], predict the reactants needed to synthesize it. The reactants are: [C:1]([O:5][C:6](=[O:9])[CH2:7]Br)([CH3:4])([CH3:3])[CH3:2].C([O:13][CH2:14][CH3:15])(=O)C. (2) Given the product [Cl:12][C:4]1[N:3]=[C:2]([NH:22][CH2:23][CH:24]2[C:29]([F:31])([F:30])[CH2:28][CH2:27][N:26]([C:32]([O:34][C:35]([CH3:38])([CH3:37])[CH3:36])=[O:33])[CH2:25]2)[C:7]2=[N:8][CH:9]=[CH:10][N:11]=[C:6]2[CH:5]=1, predict the reactants needed to synthesize it. The reactants are: Cl[C:2]1[C:7]2=[N:8][CH:9]=[CH:10][N:11]=[C:6]2[CH:5]=[C:4]([Cl:12])[N:3]=1.CCN(C(C)C)C(C)C.[NH2:22][CH2:23][CH:24]1[C:29]([F:31])([F:30])[CH2:28][CH2:27][N:26]([C:32]([O:34][C:35]([CH3:38])([CH3:37])[CH3:36])=[O:33])[CH2:25]1. (3) Given the product [Cl:36][C:16]1[CH:17]=[C:18]([NH:21][C:22]2[C:32]3[CH:31]=[C:30]([CH2:33][OH:34])[CH2:29][CH2:28][NH:27][C:26]=3[N:25]=[CH:24][N:23]=2)[CH:19]=[CH:20][C:15]=1[O:14][CH:11]1[CH2:12][CH2:13][N:8]([C:6]([O:5][C:1]([CH3:2])([CH3:3])[CH3:4])=[O:7])[CH2:9][CH2:10]1, predict the reactants needed to synthesize it. The reactants are: [C:1]([O:5][C:6]([N:8]1[CH2:13][CH2:12][CH:11]([O:14][C:15]2[CH:20]=[CH:19][C:18]([NH:21][C:22]3[C:32]4[CH:31]=[C:30]([C:33](O)=[O:34])[CH2:29][CH2:28][NH:27][C:26]=4[N:25]=[CH:24][N:23]=3)=[CH:17][C:16]=2[Cl:36])[CH2:10][CH2:9]1)=[O:7])([CH3:4])([CH3:3])[CH3:2].CN1CCOCC1.C(Cl)(=O)OC(C)C. (4) Given the product [CH3:11][C:8]12[CH2:9][C:2]3([O:1][CH2:28][C:29]#[CH:30])[CH2:12][C:6]([CH3:13])([CH2:5][C:4]([C:14]45[CH2:21][C:20]6([CH3:23])[CH2:22][C:16]([O:26][CH2:36][C:35]#[CH:34])([CH2:17][C:18]([CH3:25])([CH2:19]6)[CH2:24]4)[CH2:15]5)([CH2:3]3)[CH2:10]1)[CH2:7]2, predict the reactants needed to synthesize it. The reactants are: [OH:1][C:2]12[CH2:12][C:6]3([CH3:13])[CH2:7][C:8]([CH3:11])([CH2:10][C:4]([C:14]45[CH2:24][C:18]6([CH3:25])[CH2:19][C:20]([CH3:23])([CH2:22][C:16]([OH:26])([CH2:17]6)[CH2:15]4)[CH2:21]5)([CH2:5]3)[CH2:3]1)[CH2:9]2.Br[CH2:28][C:29]#[CH:30].[OH-].[Na+].O1C[CH2:36][CH2:35][CH2:34]1.